This data is from Forward reaction prediction with 1.9M reactions from USPTO patents (1976-2016). The task is: Predict the product of the given reaction. (1) Given the reactants [NH:1]1[C:11]2[C:6](=[CH:7][CH:8]=[CH:9][CH:10]=2)[C:4](=[O:5])[C:2]1=[O:3].Br[CH2:13][C:14]1[O:15][C:16]([C:19]([F:22])([F:21])[F:20])=[CH:17][CH:18]=1.C(=O)([O-])[O-].[K+].[K+], predict the reaction product. The product is: [F:20][C:19]([F:22])([F:21])[C:16]1[O:15][C:14]([CH2:13][N:1]2[C:11]3[C:6](=[CH:7][CH:8]=[CH:9][CH:10]=3)[C:4](=[O:5])[C:2]2=[O:3])=[CH:18][CH:17]=1. (2) Given the reactants [F:1][C:2]1[CH:3]=[CH:4][C:5]([CH:8]=O)=[N:6][CH:7]=1.[CH3:10][C:11]([S@:14]([NH2:16])=[O:15])([CH3:13])[CH3:12], predict the reaction product. The product is: [F:1][C:2]1[CH:3]=[CH:4][C:5](/[CH:8]=[N:16]/[S:14]([C:11]([CH3:13])([CH3:12])[CH3:10])=[O:15])=[N:6][CH:7]=1.